From a dataset of Catalyst prediction with 721,799 reactions and 888 catalyst types from USPTO. Predict which catalyst facilitates the given reaction. (1) Reactant: [NH:1]1[CH2:6][CH2:5][CH:4]([NH:7][C:8](=[O:14])[O:9][C:10]([CH3:13])([CH3:12])[CH3:11])[CH2:3][CH2:2]1.Br[CH2:16][C:17]1[CH:22]=[CH:21][C:20]([N+:23]([O-:25])=[O:24])=[CH:19][CH:18]=1.C([O-])([O-])=O.[K+].[K+].O. Product: [N+:23]([C:20]1[CH:21]=[CH:22][C:17]([CH2:16][N:1]2[CH2:2][CH2:3][CH:4]([NH:7][C:8](=[O:14])[O:9][C:10]([CH3:11])([CH3:13])[CH3:12])[CH2:5][CH2:6]2)=[CH:18][CH:19]=1)([O-:25])=[O:24]. The catalyst class is: 10. (2) Reactant: [C:1]([C:3]1[CH:4]=[C:5]([CH3:12])[C:6]([C:9]([OH:11])=[O:10])=[N:7][CH:8]=1)#[N:2].S(Cl)(Cl)=O.[C:17]1(C)C=CC=CC=1. Product: [CH3:17][O:10][C:9]([C:6]1[C:5]([CH3:12])=[CH:4][C:3]([C:1]#[N:2])=[CH:8][N:7]=1)=[O:11]. The catalyst class is: 5. (3) Reactant: [N:1]1[CH:6]=[CH:5][CH:4]=[CH:3][C:2]=1[C:7]([NH:9][C:10]1[C:11]([C:21]([OH:23])=O)=[N:12][N:13]([CH:15]2[CH2:20][CH2:19][CH2:18][CH2:17][O:16]2)[CH:14]=1)=[O:8].Cl.[C:25]([O:29][CH2:30][CH2:31][CH2:32][NH2:33])([CH3:28])([CH3:27])[CH3:26].CCN=C=NCCCN(C)C.C1C=CC2N(O)N=NC=2C=1.C(N(CC)CC)C.C(=O)([O-])O.[Na+]. Product: [C:25]([O:29][CH2:30][CH2:31][CH2:32][NH:33][C:21]([C:11]1[C:10]([NH:9][C:7]([C:2]2[CH:3]=[CH:4][CH:5]=[CH:6][N:1]=2)=[O:8])=[CH:14][N:13]([CH:15]2[CH2:20][CH2:19][CH2:18][CH2:17][O:16]2)[N:12]=1)=[O:23])([CH3:28])([CH3:27])[CH3:26]. The catalyst class is: 3. (4) Reactant: [CH3:1][CH:2]1[NH:7][CH:6]([CH3:8])[CH2:5][N:4]([C:9]2[N:14]3[CH:15]=[C:16]([CH2:18][N:19]([CH3:30])[CH:20]4[C:29]5[N:28]=[CH:27][CH:26]=[CH:25][C:24]=5[CH2:23][CH2:22][CH2:21]4)[N:17]=[C:13]3[CH:12]=[CH:11][CH:10]=2)[CH2:3]1.[H-].[Na+].[CH3:33]I. Product: [CH3:30][N:19]([CH2:18][C:16]1[N:17]=[C:13]2[CH:12]=[CH:11][CH:10]=[C:9]([N:4]3[CH2:5][CH:6]([CH3:8])[N:7]([CH3:33])[CH:2]([CH3:1])[CH2:3]3)[N:14]2[CH:15]=1)[CH:20]1[C:29]2[N:28]=[CH:27][CH:26]=[CH:25][C:24]=2[CH2:23][CH2:22][CH2:21]1. The catalyst class is: 1.